From a dataset of Forward reaction prediction with 1.9M reactions from USPTO patents (1976-2016). Predict the product of the given reaction. (1) Given the reactants [CH2:1]([O:8][C:9]1[CH:10]=[C:11]([S:15]([NH:18][C:19]([C@@:21]2([NH:26][C:27]([C@H:29]3[CH2:33][CH2:32][NH:31][CH2:30]3)=[O:28])[CH2:23][C@H:22]2[CH:24]=[CH2:25])=[O:20])(=[O:17])=[O:16])[CH:12]=[CH:13][CH:14]=1)[C:2]1[CH:7]=[CH:6][CH:5]=[CH:4][CH:3]=1.Br[CH2:35][C:36]1[CH:45]=[CH:44][C:43]2[C:38](=[CH:39][CH:40]=[CH:41][CH:42]=2)[CH:37]=1.C([O-])([O-])=O.[K+].[K+], predict the reaction product. The product is: [CH2:1]([O:8][C:9]1[CH:10]=[C:11]([S:15]([NH:18][C:19]([C@@:21]2([NH:26][C:27]([C@H:29]3[CH2:33][CH2:32][N:31]([CH2:35][C:36]4[CH:45]=[CH:44][C:43]5[C:38](=[CH:39][CH:40]=[CH:41][CH:42]=5)[CH:37]=4)[CH2:30]3)=[O:28])[CH2:23][C@H:22]2[CH:24]=[CH2:25])=[O:20])(=[O:17])=[O:16])[CH:12]=[CH:13][CH:14]=1)[C:2]1[CH:3]=[CH:4][CH:5]=[CH:6][CH:7]=1. (2) Given the reactants Cl[N:2]1[CH:7]=[C:6]([CH3:8])[CH:5]=[CH:4][CH:3]1[N+]([O-])=O.C([O-])([O-])=O.[K+].[K+].[C:18]([CH2:20]C(OCC1C=CC=CC=1)=O)#[N:19].Cl, predict the reaction product. The product is: [CH3:8][C:6]1[CH:5]=[C:4]2[C:3]([CH:20]=[CH:18][NH:19]2)=[N:2][CH:7]=1. (3) The product is: [Br:1][C:2]1[C:11]([F:12])=[CH:10][C:5]([C:6]([O:8][CH3:9])=[O:7])=[C:4]([O:15][CH3:14])[CH:3]=1. Given the reactants [Br:1][C:2]1[C:11]([F:12])=[CH:10][C:5]([C:6]([O:8][CH3:9])=[O:7])=[C:4](F)[CH:3]=1.[CH3:14][O-:15].[Na+], predict the reaction product. (4) Given the reactants C[O:2][C:3](=O)[CH2:4][C:5](=O)[CH3:6].Br[CH2:10][C:11]([C:13]1[CH:18]=[C:17]([F:19])[CH:16]=[CH:15][C:14]=1[O:20][CH3:21])=O.[CH:22]1([CH2:25][NH2:26])[CH2:24][CH2:23]1.[F:27][C:28]([F:33])([F:32])[CH2:29][CH2:30][NH2:31], predict the reaction product. The product is: [F:27][C:28]([F:33])([F:32])[CH2:29][CH2:30][NH:31][C:3]([C:4]1[CH:10]=[C:11]([C:13]2[CH:18]=[C:17]([F:19])[CH:16]=[CH:15][C:14]=2[O:20][CH3:21])[N:26]([CH2:25][CH:22]2[CH2:24][CH2:23]2)[C:5]=1[CH3:6])=[O:2]. (5) Given the reactants [CH3:1][C:2]1[O:6][C:5]([C:7]2[CH:12]=[CH:11][C:10]([C:13]3[S:14][CH:15]=[CH:16][CH:17]=3)=[CH:9][CH:8]=2)=[N:4][C:3]=1[CH2:18][CH2:19][O:20]S(C1C=CC(C)=CC=1)(=O)=O.C([O:33][C:34](=[O:56])[C:35]([CH3:55])([O:44][C:45]1[CH:50]=[CH:49][C:48]([C:51]([CH3:54])([CH3:53])[CH3:52])=[CH:47][CH:46]=1)[CH2:36][C:37]1[CH:42]=[CH:41][C:40](O)=[CH:39][CH:38]=1)C, predict the reaction product. The product is: [CH3:55][C:35]([O:44][C:45]1[CH:46]=[CH:47][C:48]([C:51]([CH3:54])([CH3:53])[CH3:52])=[CH:49][CH:50]=1)([CH2:36][C:37]1[CH:42]=[CH:41][C:40]([O:20][CH2:19][CH2:18][C:3]2[N:4]=[C:5]([C:7]3[CH:8]=[CH:9][C:10]([C:13]4[S:14][CH:15]=[CH:16][CH:17]=4)=[CH:11][CH:12]=3)[O:6][C:2]=2[CH3:1])=[CH:39][CH:38]=1)[C:34]([OH:56])=[O:33]. (6) Given the reactants [H-].[Na+].[CH:3]1[C:13]2[CH2:12][O:11][C:10]3[CH:14]=[CH:15][CH:16]=[CH:17][C:9]=3[NH:8][C:7]=2[CH:6]=[CH:5][CH:4]=1.CS(O[C@H:23]1[CH2:27][CH2:26][N:25]([CH2:28][CH2:29][C:30]2[CH:35]=[CH:34][C:33]([N:36]3[CH2:40][CH2:39][CH2:38][CH2:37]3)=[CH:32][CH:31]=2)[CH2:24]1)(=O)=O.[Cl-].[Na+], predict the reaction product. The product is: [N:36]1([C:33]2[CH:34]=[CH:35][C:30]([CH2:29][CH2:28][N:25]3[CH2:26][CH2:27][C@@H:23]([N:8]4[C:7]5[CH:6]=[CH:5][CH:4]=[CH:3][C:13]=5[CH2:12][O:11][C:10]5[CH:14]=[CH:15][CH:16]=[CH:17][C:9]4=5)[CH2:24]3)=[CH:31][CH:32]=2)[CH2:40][CH2:39][CH2:38][CH2:37]1. (7) Given the reactants Cl[C:2]1[N:7]=[C:6]([C:8]2[S:12][C:11]([CH:13]3[CH2:18][CH2:17][O:16][CH2:15][CH2:14]3)=[N:10][C:9]=2[C:19]2[C:20]([F:37])=[C:21]([NH:25][S:26]([C:29]3[C:34]([F:35])=[CH:33][CH:32]=[CH:31][C:30]=3[F:36])(=[O:28])=[O:27])[CH:22]=[CH:23][CH:24]=2)[CH:5]=[CH:4][N:3]=1.[CH3:38][Zn]C, predict the reaction product. The product is: [F:36][C:30]1[CH:31]=[CH:32][CH:33]=[C:34]([F:35])[C:29]=1[S:26]([NH:25][C:21]1[CH:22]=[CH:23][CH:24]=[C:19]([C:9]2[N:10]=[C:11]([CH:13]3[CH2:18][CH2:17][O:16][CH2:15][CH2:14]3)[S:12][C:8]=2[C:6]2[CH:5]=[CH:4][N:3]=[C:2]([CH3:38])[N:7]=2)[C:20]=1[F:37])(=[O:28])=[O:27]. (8) Given the reactants [NH2:1][C:2]1[C:11]2[N:12]=[CH:13][N:14]([CH2:15][C:16]([OH:19])([CH3:18])[CH3:17])[C:10]=2[C:9]2[CH:8]=[CH:7][C:6]([CH2:20][CH2:21][C:22]([OH:24])=O)=[CH:5][C:4]=2[N:3]=1.ON1C2C=CC=CC=2N=N1.CN(C)CCCN=C=NCC.[NH:46]1[CH2:51][CH2:50][O:49][CH2:48][CH2:47]1, predict the reaction product. The product is: [NH2:1][C:2]1[C:11]2[N:12]=[CH:13][N:14]([CH2:15][C:16]([OH:19])([CH3:18])[CH3:17])[C:10]=2[C:9]2[CH:8]=[CH:7][C:6]([CH2:20][CH2:21][C:22]([N:46]3[CH2:51][CH2:50][O:49][CH2:48][CH2:47]3)=[O:24])=[CH:5][C:4]=2[N:3]=1.